From a dataset of Full USPTO retrosynthesis dataset with 1.9M reactions from patents (1976-2016). Predict the reactants needed to synthesize the given product. (1) The reactants are: [CH3:1][N:2]1[C:6]([C:7]2[CH:12]=[CH:11][C:10]([C:13](=[O:16])[CH2:14][CH3:15])=[CH:9][CH:8]=2)=[CH:5][CH:4]=[C:3]1[C:17]#[N:18].[BH4-].[Na+]. Given the product [OH:16][CH:13]([C:10]1[CH:9]=[CH:8][C:7]([C:6]2[N:2]([CH3:1])[C:3]([C:17]#[N:18])=[CH:4][CH:5]=2)=[CH:12][CH:11]=1)[CH2:14][CH3:15], predict the reactants needed to synthesize it. (2) The reactants are: [CH2:1]([O:3][C:4]([C:6]1[S:10][C:9]([C:11]([OH:13])=O)=[CH:8][CH:7]=1)=[O:5])[CH3:2].[CH3:14][N:15]([CH3:19])[CH2:16][CH2:17][NH2:18].ON1C2C=CC=CC=2N=N1.Cl.C(N=C=NCCCN(C)C)C.C(=O)([O-])O.[Na+]. Given the product [CH3:14][N:15]([CH3:19])[CH2:16][CH2:17][NH:18][C:11]([C:9]1[S:10][C:6]([C:4]([O:3][CH2:1][CH3:2])=[O:5])=[CH:7][CH:8]=1)=[O:13], predict the reactants needed to synthesize it.